Regression/Classification. Given a drug SMILES string, predict its absorption, distribution, metabolism, or excretion properties. Task type varies by dataset: regression for continuous measurements (e.g., permeability, clearance, half-life) or binary classification for categorical outcomes (e.g., BBB penetration, CYP inhibition). Dataset: cyp2d6_veith. From a dataset of CYP2D6 inhibition data for predicting drug metabolism from PubChem BioAssay. The molecule is CCN[C@]1(c2cccs2)CCCCC1=O. The result is 0 (non-inhibitor).